This data is from Forward reaction prediction with 1.9M reactions from USPTO patents (1976-2016). The task is: Predict the product of the given reaction. (1) Given the reactants O.[C:2]([NH:9][C:10](=[NH:19])[NH:11]C(OC(C)(C)C)=O)([O:4][C:5]([CH3:8])([CH3:7])[CH3:6])=[O:3], predict the reaction product. The product is: [C:5]([O:4][C:2]([NH:9][C:10]([NH2:19])=[NH:11])=[O:3])([CH3:8])([CH3:6])[CH3:7]. (2) Given the reactants Br[C:2]1[CH:3]=[C:4]([C:9]2[C:10]([C:20]3[CH:25]=[CH:24][CH:23]=[C:22]([CH3:26])[N:21]=3)=[N:11][N:12]([S:14]([N:17]([CH3:19])[CH3:18])(=[O:16])=[O:15])[CH:13]=2)[CH:5]=[CH:6][C:7]=1[F:8].[B:27]1([B:27]2[O:31][C:30]([CH3:33])([CH3:32])[C:29]([CH3:35])([CH3:34])[O:28]2)[O:31][C:30]([CH3:33])([CH3:32])[C:29]([CH3:35])([CH3:34])[O:28]1.C([O-])(=O)C.[K+], predict the reaction product. The product is: [F:8][C:7]1[CH:6]=[CH:5][C:4]([C:9]2[C:10]([C:20]3[CH:25]=[CH:24][CH:23]=[C:22]([CH3:26])[N:21]=3)=[N:11][N:12]([S:14]([N:17]([CH3:19])[CH3:18])(=[O:16])=[O:15])[CH:13]=2)=[CH:3][C:2]=1[B:27]1[O:31][C:30]([CH3:33])([CH3:32])[C:29]([CH3:35])([CH3:34])[O:28]1. (3) The product is: [CH3:1][CH:2]1[N:7]([C:28](=[O:29])[CH2:27][CH2:26][CH2:25][C:23]2[S:24][C:20]([C:18](=[O:19])[C:17]([F:31])([F:32])[F:16])=[CH:21][CH:22]=2)[CH2:6][CH2:5][N:4]([C:8]2[CH:15]=[CH:14][C:11]([C:12]#[N:13])=[CH:10][N:9]=2)[CH2:3]1. Given the reactants [CH3:1][CH:2]1[NH:7][CH2:6][CH2:5][N:4]([C:8]2[CH:15]=[CH:14][C:11]([C:12]#[N:13])=[CH:10][N:9]=2)[CH2:3]1.[F:16][C:17]([F:32])([F:31])[C:18]([C:20]1[S:24][C:23]([CH2:25][CH2:26][CH2:27][C:28](O)=[O:29])=[CH:22][CH:21]=1)=[O:19], predict the reaction product.